From a dataset of Catalyst prediction with 721,799 reactions and 888 catalyst types from USPTO. Predict which catalyst facilitates the given reaction. (1) Reactant: Cl.[NH2:2][OH:3].C([O-])(O)=O.[Na+].[C:9]1([NH:15][S:16]([C:19]2[CH:24]=[CH:23][C:22]([CH:25]=[CH:26][C:27](Cl)=[O:28])=[CH:21][CH:20]=2)(=[O:18])=[O:17])[CH:14]=[CH:13][CH:12]=[CH:11][CH:10]=1. Product: [OH:3][NH:2][C:27](=[O:28])[CH:26]=[CH:25][C:22]1[CH:23]=[CH:24][C:19]([S:16](=[O:18])(=[O:17])[NH:15][C:9]2[CH:14]=[CH:13][CH:12]=[CH:11][CH:10]=2)=[CH:20][CH:21]=1. The catalyst class is: 7. (2) Reactant: [CH2:1]([S:8][C:9]1[CH:10]=[CH:11][C:12]([NH:22][C:23]2[CH:28]=[C:27]([Br:29])[C:26]([Cl:30])=[CH:25][C:24]=2[O:31][CH3:32])=[C:13](/[CH:15]=[CH:16]/[C:17](OCC)=[O:18])[CH:14]=1)[C:2]1[CH:7]=[CH:6][CH:5]=[CH:4][CH:3]=1.C[O-].[Na+]. Product: [CH2:1]([S:8][C:9]1[CH:14]=[C:13]2[C:12](=[CH:11][CH:10]=1)[N:22]([C:23]1[CH:28]=[C:27]([Br:29])[C:26]([Cl:30])=[CH:25][C:24]=1[O:31][CH3:32])[C:17](=[O:18])[CH:16]=[CH:15]2)[C:2]1[CH:3]=[CH:4][CH:5]=[CH:6][CH:7]=1. The catalyst class is: 5. (3) Reactant: [CH2:1]([O:3][C:4]([C:6]1[CH:7]=[N:8][N:9]([C:11]2[N:15]([CH2:16][O:17][CH2:18][CH2:19][O:20][CH3:21])[C:14]3[CH:22]=[C:23]([Cl:27])[C:24]([NH2:26])=[CH:25][C:13]=3[N:12]=2)[CH:10]=1)=[O:5])[CH3:2].N[C:29]1C(Cl)=CC2NC(N3C=C(C(O)=O)C=N3)=NC=2[CH:30]=1.C(=O)CC.C(O[BH-](OC(=O)C)OC(=O)C)(=O)C.[Na+].C(O)(=O)C. The catalyst class is: 1. Product: [CH2:1]([O:3][C:4]([C:6]1[CH:7]=[N:8][N:9]([C:11]2[N:15]([CH2:16][O:17][CH2:18][CH2:19][O:20][CH3:21])[C:14]3[CH:22]=[C:23]([Cl:27])[C:24]([NH:26][CH2:29][CH3:30])=[CH:25][C:13]=3[N:12]=2)[CH:10]=1)=[O:5])[CH3:2]. (4) Reactant: C(Cl)(=O)C(Cl)=O.[F:7][C:8]1[CH:9]=[C:10]([CH:14]=[CH:15][C:16]=1[F:17])[C:11](O)=O.Cl.[NH:19]1[CH2:22][CH2:21][CH2:20]1.C(N(CC)CC)C. Product: [F:7][C:8]1[CH:9]=[C:10]([CH:14]=[CH:15][C:16]=1[F:17])[CH2:11][N:19]1[CH2:22][CH2:21][CH2:20]1. The catalyst class is: 59. (5) Reactant: [CH3:1][C:2]1[C:3]([NH:8][C:9]2[C:18]3[C:13](=[CH:14][CH:15]=[C:16](SC4CCOC4)[CH:17]=3)[N:12]=[CH:11][CH:10]=2)=[N:4][NH:5][C:6]=1[CH3:7].O[O:26][S:27]([O-:29])=O.[K+].[CH2:31]1[CH2:35][O:34][CH2:33][CH2:32]1. Product: [CH3:1][C:2]1[C:3]([NH:8][C:9]2[C:18]3[C:13](=[CH:14][CH:15]=[C:16]([S:27]([CH:32]4[CH2:31][CH2:35][O:34][CH2:33]4)(=[O:29])=[O:26])[CH:17]=3)[N:12]=[CH:11][CH:10]=2)=[N:4][NH:5][C:6]=1[CH3:7]. The catalyst class is: 6. (6) Reactant: C(O)(C(F)(F)F)=O.[CH:8]1([NH:11][C:12](=[O:32])[C:13]([O:29][CH2:30][CH3:31])([O:26][CH2:27][CH3:28])[C@@H:14]([NH:18]C(=O)OC(C)(C)C)[CH2:15][CH2:16][CH3:17])[CH2:10][CH2:9]1.C([O-])(O)=O.[Na+]. Product: [NH2:18][C@@H:14]([CH2:15][CH2:16][CH3:17])[C:13]([O:29][CH2:30][CH3:31])([O:26][CH2:27][CH3:28])[C:12]([NH:11][CH:8]1[CH2:9][CH2:10]1)=[O:32]. The catalyst class is: 2. (7) Reactant: Cl[CH2:2][C:3]1[N:8]=[C:7]([C:9]2[CH:14]=[C:13]([N:15]([CH3:17])[CH3:16])[CH:12]=[CH:11][N:10]=2)[CH:6]=[C:5]([OH:18])[CH:4]=1.[CH3:19][N:20]([CH3:30])[C:21]1[CH:26]=[CH:25][N:24]=[C:23]([CH2:27][NH:28][CH3:29])[CH:22]=1.C(N(CC)CC)C. Product: [CH3:16][N:15]([CH3:17])[C:13]1[CH:12]=[CH:11][N:10]=[C:9]([C:7]2[CH:6]=[C:5]([OH:18])[CH:4]=[C:3]([CH2:2][N:28]([CH2:27][C:23]3[CH:22]=[C:21]([N:20]([CH3:19])[CH3:30])[CH:26]=[CH:25][N:24]=3)[CH3:29])[N:8]=2)[CH:14]=1. The catalyst class is: 7.